Predict the product of the given reaction. From a dataset of Forward reaction prediction with 1.9M reactions from USPTO patents (1976-2016). Given the reactants C(OC(=O)[NH:7][CH2:8][CH2:9][CH2:10][C@@H:11]1[NH:29][C:28](=[O:30])[C@@H:27]([NH:31]C(OC(C)(C)C)=O)[CH2:26][C:25]2[CH:39]=[C:21]([CH:22]=[CH:23][C:24]=2[OH:40])[C:20]2=[CH:41][C:16](=[C:17]([OH:42])[CH:18]=[CH:19]2)[CH2:15][C@@H:14]([C:43]([NH:45][C@H:46]([C:54]([NH:56][CH2:57][CH2:58][NH2:59])=[O:55])[CH2:47][CH2:48][CH2:49][NH:50][C:51]([NH2:53])=[NH:52])=[O:44])[NH:13][C:12]1=[O:60])(C)(C)C.[ClH:62], predict the reaction product. The product is: [ClH:62].[ClH:62].[ClH:62].[ClH:62].[ClH:62].[NH2:31][C@H:27]1[CH2:26][C:25]2[CH:39]=[C:21]([CH:22]=[CH:23][C:24]=2[OH:40])[C:20]2=[CH:41][C:16](=[C:17]([OH:42])[CH:18]=[CH:19]2)[CH2:15][C@@H:14]([C:43]([NH:45][C@H:46]([C:54]([NH:56][CH2:57][CH2:58][NH2:59])=[O:55])[CH2:47][CH2:48][CH2:49][NH:50][C:51]([NH2:53])=[NH:52])=[O:44])[NH:13][C:12](=[O:60])[C@H:11]([CH2:10][CH2:9][CH2:8][NH2:7])[NH:29][C:28]1=[O:30].